Dataset: NCI-60 drug combinations with 297,098 pairs across 59 cell lines. Task: Regression. Given two drug SMILES strings and cell line genomic features, predict the synergy score measuring deviation from expected non-interaction effect. (1) Drug 1: CC1=C(N=C(N=C1N)C(CC(=O)N)NCC(C(=O)N)N)C(=O)NC(C(C2=CN=CN2)OC3C(C(C(C(O3)CO)O)O)OC4C(C(C(C(O4)CO)O)OC(=O)N)O)C(=O)NC(C)C(C(C)C(=O)NC(C(C)O)C(=O)NCCC5=NC(=CS5)C6=NC(=CS6)C(=O)NCCC[S+](C)C)O. Drug 2: C1=NC2=C(N1)C(=S)N=CN2. Cell line: BT-549. Synergy scores: CSS=45.3, Synergy_ZIP=-13.4, Synergy_Bliss=-3.61, Synergy_Loewe=1.30, Synergy_HSA=2.96. (2) Drug 1: CN(C)N=NC1=C(NC=N1)C(=O)N. Drug 2: CCC1(CC2CC(C3=C(CCN(C2)C1)C4=CC=CC=C4N3)(C5=C(C=C6C(=C5)C78CCN9C7C(C=CC9)(C(C(C8N6C)(C(=O)OC)O)OC(=O)C)CC)OC)C(=O)OC)O.OS(=O)(=O)O. Cell line: SF-268. Synergy scores: CSS=13.9, Synergy_ZIP=-6.07, Synergy_Bliss=-5.20, Synergy_Loewe=-47.4, Synergy_HSA=-9.46. (3) Drug 1: CC1C(C(CC(O1)OC2CC(CC3=C2C(=C4C(=C3O)C(=O)C5=C(C4=O)C(=CC=C5)OC)O)(C(=O)CO)O)N)O.Cl. Drug 2: CC1=C(C(=O)C2=C(C1=O)N3CC4C(C3(C2COC(=O)N)OC)N4)N. Cell line: HS 578T. Synergy scores: CSS=17.0, Synergy_ZIP=-3.46, Synergy_Bliss=-0.0373, Synergy_Loewe=4.14, Synergy_HSA=4.33. (4) Drug 1: CC1=C2C(C(=O)C3(C(CC4C(C3C(C(C2(C)C)(CC1OC(=O)C(C(C5=CC=CC=C5)NC(=O)OC(C)(C)C)O)O)OC(=O)C6=CC=CC=C6)(CO4)OC(=O)C)OC)C)OC. Drug 2: CC1=C(C(CCC1)(C)C)C=CC(=CC=CC(=CC(=O)O)C)C. Cell line: T-47D. Synergy scores: CSS=41.6, Synergy_ZIP=3.38, Synergy_Bliss=2.80, Synergy_Loewe=1.85, Synergy_HSA=6.72.